This data is from Full USPTO retrosynthesis dataset with 1.9M reactions from patents (1976-2016). The task is: Predict the reactants needed to synthesize the given product. Given the product [Cl:15][CH2:16][C:17]1[N:12]=[C:10]([NH:9][C:5]2[CH:6]=[CH:7][CH:8]=[C:3]([C:2]([F:1])([F:13])[F:14])[CH:4]=2)[S:11][CH:19]=1, predict the reactants needed to synthesize it. The reactants are: [F:1][C:2]([F:14])([F:13])[C:3]1[CH:4]=[C:5]([NH:9][C:10]([NH2:12])=[S:11])[CH:6]=[CH:7][CH:8]=1.[Cl:15][CH2:16][C:17]([CH2:19]Cl)=O.